Dataset: Full USPTO retrosynthesis dataset with 1.9M reactions from patents (1976-2016). Task: Predict the reactants needed to synthesize the given product. (1) Given the product [CH2:1]([O:3][C:4](=[O:21])[CH2:5][O:6][C:7]1[CH:12]=[CH:11][C:10]([NH2:13])=[CH:9][C:8]=1[CH2:16][CH2:17][CH2:18][O:19][CH3:20])[CH3:2], predict the reactants needed to synthesize it. The reactants are: [CH2:1]([O:3][C:4](=[O:21])[CH2:5][O:6][C:7]1[CH:12]=[CH:11][C:10]([N+:13]([O-])=O)=[CH:9][C:8]=1[CH2:16][CH2:17][CH2:18][O:19][CH3:20])[CH3:2]. (2) Given the product [NH2:11][C:10]1[C:5]2[CH:4]=[C:3]([C:13]3[CH:18]=[CH:17][CH:16]=[CH:15][CH:14]=3)[C:2]([C:27]3[CH:28]=[CH:29][C:30]([C:33]4([NH:37][C:38](=[O:44])[O:39][C:40]([CH3:42])([CH3:41])[CH3:43])[CH2:34][CH2:35][CH2:36]4)=[CH:31][CH:32]=3)=[N:12][C:6]=2[N:7]=[CH:8][N:9]=1, predict the reactants needed to synthesize it. The reactants are: Cl[C:2]1[C:3]([C:13]2[CH:18]=[CH:17][CH:16]=[CH:15][CH:14]=2)=[CH:4][C:5]2[C:10]([NH2:11])=[N:9][CH:8]=[N:7][C:6]=2[N:12]=1.CC1(C)C(C)(C)OB([C:27]2[CH:32]=[CH:31][C:30]([C:33]3([NH:37][C:38](=[O:44])[O:39][C:40]([CH3:43])([CH3:42])[CH3:41])[CH2:36][CH2:35][CH2:34]3)=[CH:29][CH:28]=2)O1.C(=O)([O-])[O-].[Na+].[Na+]. (3) Given the product [OH:20][C:17]([CH3:19])([CH3:18])[CH:15]([NH:14][C:12]([C:9]1[N:8]=[C:7]2[C:2]([C:26]3[CH:25]=[CH:24][CH:23]=[C:22]([CH3:21])[N:27]=3)=[CH:3][N:4]=[CH:5][C:6]2=[N:11][CH:10]=1)=[O:13])[CH3:16], predict the reactants needed to synthesize it. The reactants are: Br[C:2]1[C:7]2=[N:8][C:9]([C:12]([NH:14][CH:15]([C:17]([OH:20])([CH3:19])[CH3:18])[CH3:16])=[O:13])=[CH:10][N:11]=[C:6]2[CH:5]=[N:4][CH:3]=1.[CH3:21][C:22]1[N:27]=[C:26](B(O)O)[CH:25]=[CH:24][CH:23]=1.C(=O)([O-])[O-].[Cs+].[Cs+].O1CCOCC1. (4) Given the product [Br:1][C:2]1[C:7]([CH3:8])=[C:6]([N+:9]([O-:11])=[O:10])[CH:5]=[C:4]([Br:12])[C:3]=1[I:37], predict the reactants needed to synthesize it. The reactants are: [Br:1][C:2]1[C:7]([CH3:8])=[C:6]([N+:9]([O-:11])=[O:10])[CH:5]=[C:4]([Br:12])[C:3]=1O.CCN(CC)CC.O(S(C(F)(F)F)(=O)=O)S(C(F)(F)F)(=O)=O.[Na+].[I-:37]. (5) Given the product [NH2:13][C:11](=[O:12])[C@H:10]([NH:9][C:6]1[CH:5]=[C:4]([NH:18][C:19]2[S:23][N:22]=[C:21]([CH3:24])[CH:20]=2)[C:3]([C:1]([NH2:2])=[O:31])=[N:8][CH:7]=1)[CH2:14][CH:15]1[CH2:17][CH2:16]1, predict the reactants needed to synthesize it. The reactants are: [C:1]([C:3]1[N:8]=[CH:7][C:6]([NH:9][C@H:10]([CH2:14][CH:15]2[CH2:17][CH2:16]2)[C:11]([NH2:13])=[O:12])=[CH:5][C:4]=1[NH:18][C:19]1[S:23][N:22]=[C:21]([CH3:24])[CH:20]=1)#[N:2].[OH-].[Na+].OO.CC(O)=[O:31]. (6) Given the product [CH:14]1[C:13]2[CH2:12][C:11]3[C:6](=[CH:7][CH:8]=[CH:9][CH:10]=3)[C:5]=2[CH:4]=[CH:3][CH:2]=1, predict the reactants needed to synthesize it. The reactants are: Br[C:2]1[CH:14]=[C:13]2[C:5]([C:6]3[CH:7]=[CH:8][CH:9]=[C:10]([Si]([C:14]4[C:13]5[C:12](CCCCCCCC)(CCCCCCCC)[C:11]6[C:6](=[CH:7][CH:8]=[C:9](Br)[CH:10]=6)[C:5]=5[CH:4]=[CH:3][CH:2]=4)(C4C=CC=CC=4)C4C=CC=CC=4)[C:11]=3[C:12]2(CCCCCCCC)CCCCCCCC)=[CH:4][CH:3]=1.C(C1(CCCCCCCC)C2C=CC=CC=2C2C1=CC=CC=2)CCCCCCC.[B].BrC1C=CC2C3C(=CC(Br)=CC=3)CC=2C=1.C(=O)([O-])[O-].[K+].[K+]. (7) Given the product [CH:10]1(/[C:16](/[CH3:5])=[CH:17]/[C:22]2([O:25][CH3:26])[CH:23]=[CH:24][CH:19]=[CH:20][CH2:21]2)[CH2:15][CH2:14][CH2:13][CH2:12][CH2:11]1, predict the reactants needed to synthesize it. The reactants are: C[Al](C)C.[CH2:5](O)C(C)C.[CH:10]1([C:16]#[CH:17])[CH2:15][CH2:14][CH2:13][CH2:12][CH2:11]1.I[C:19]1[CH:24]=[CH:23][C:22]([O:25][CH3:26])=[CH:21][CH:20]=1. (8) Given the product [CH3:9][C:5]1([CH3:10])[C:6]([CH3:8])=[CH:7][C:2]([CH3:20])([CH3:1])[C:3]2[C:12](=[O:15])[CH2:13][CH2:14][CH2:11][C:4]1=2, predict the reactants needed to synthesize it. The reactants are: [CH3:1][C:2]1([CH3:20])[CH:7]=[C:6]([CH3:8])[C:5]([CH3:10])([CH3:9])[C:4](=[CH2:11])/[C:3]/1=[C:12](/[O:15][Si](C)(C)C)\[CH:13]=[CH2:14].C(O)(=O)C(O)=O.